This data is from Catalyst prediction with 721,799 reactions and 888 catalyst types from USPTO. The task is: Predict which catalyst facilitates the given reaction. (1) Reactant: [Cl:1][C:2]1[CH:3]=[C:4]([CH:8]([NH:10][C:11]2[CH:12]=[C:13]([N:20]3[CH2:25][CH2:24][N:23](C(OC(C)(C)C)=O)[CH2:22][CH2:21]3)[CH:14]=[CH:15][C:16]=2[N+:17]([O-:19])=[O:18])[CH3:9])[CH:5]=[CH:6][CH:7]=1.Cl. Product: [ClH:1].[Cl:1][C:2]1[CH:3]=[C:4]([CH:8]([NH:10][C:11]2[CH:12]=[C:13]([N:20]3[CH2:21][CH2:22][NH:23][CH2:24][CH2:25]3)[CH:14]=[CH:15][C:16]=2[N+:17]([O-:19])=[O:18])[CH3:9])[CH:5]=[CH:6][CH:7]=1. The catalyst class is: 268. (2) Reactant: [N+:1]([C:4]1[CH:5]=[C:6]([CH:12]=[CH:13][C:14]=1[O:15][C:16]([F:19])([F:18])[F:17])[C:7]([O:9][CH2:10]C)=[O:8])([O-])=O. Product: [NH2:1][C:4]1[CH:5]=[C:6]([CH:12]=[CH:13][C:14]=1[O:15][C:16]([F:17])([F:18])[F:19])[C:7]([O:9][CH3:10])=[O:8]. The catalyst class is: 19. (3) Reactant: C(O[C:4](=[O:20])[CH:5]([N:7]1[C:12]2[CH:13]=[C:14]([NH2:18])[C:15]([F:17])=[CH:16][C:11]=2[O:10][CH2:9][C:8]1=S)[CH3:6])C.O.[NH2:22][NH2:23]. Product: [NH2:18][C:14]1[CH:13]=[C:12]2[C:11](=[CH:16][C:15]=1[F:17])[O:10][CH2:9][C:8]1[N:7]2[CH:5]([CH3:6])[C:4](=[O:20])[NH:22][N:23]=1. The catalyst class is: 14. (4) Reactant: I[C:2]1[C:3]([CH3:12])=[CH:4][C:5]([CH3:11])=[C:6]([CH:10]=1)[C:7]([OH:9])=[O:8].[C:13]1(P(C2C=CC=CC=2)C2C=CC=CC=2)[CH:18]=CC=C[CH:14]=1.[Cl-].C([Al+]CC)C.[C]=[O:39]. Product: [CH3:11][C:5]1[CH:4]=[C:3]([CH3:12])[C:2]([C:14](=[O:39])[CH2:13][CH3:18])=[CH:10][C:6]=1[C:7]([OH:9])=[O:8]. The catalyst class is: 628. (5) Reactant: [CH3:1][O:2][C:3]([C:5]1[N:6]([CH2:16][C:17]([O:19][C:20]([CH3:23])([CH3:22])[CH3:21])=[O:18])[CH:7]=[C:8]([CH:10]2[CH2:15][CH2:14][CH2:13][CH2:12][CH2:11]2)[CH:9]=1)=[O:4].C1COCC1.C(Cl)(Cl)Cl.[Br-:33].[Br-].[Br-].[NH+]1C=CC=CC=1.[NH+]1C=CC=CC=1.[NH+]1C=CC=CC=1.[O-]S([O-])(=S)=O.[Na+].[Na+]. Product: [CH3:1][O:2][C:3]([C:5]1[N:6]([CH2:16][C:17]([O:19][C:20]([CH3:23])([CH3:22])[CH3:21])=[O:18])[C:7]([Br:33])=[C:8]([CH:10]2[CH2:15][CH2:14][CH2:13][CH2:12][CH2:11]2)[CH:9]=1)=[O:4]. The catalyst class is: 22. (6) Reactant: [H-].[Na+].[Cl:3][C:4]1[CH:12]=[CH:11][C:10]2[NH:9][C:8]3[CH2:13][CH2:14][N:15]([C:18]([O:20][C:21]([CH3:24])([CH3:23])[CH3:22])=[O:19])[CH2:16][CH2:17][C:7]=3[C:6]=2[C:5]=1[Cl:25].[F:26][C:27]1[CH:36]=[CH:35][C:30]([O:31][CH2:32][CH2:33]Br)=[CH:29][CH:28]=1. Product: [Cl:3][C:4]1[CH:12]=[CH:11][C:10]2[N:9]([CH2:33][CH2:32][O:31][C:30]3[CH:35]=[CH:36][C:27]([F:26])=[CH:28][CH:29]=3)[C:8]3[CH2:13][CH2:14][N:15]([C:18]([O:20][C:21]([CH3:22])([CH3:24])[CH3:23])=[O:19])[CH2:16][CH2:17][C:7]=3[C:6]=2[C:5]=1[Cl:25]. The catalyst class is: 3. (7) Reactant: [CH:1]1([CH2:6][C@H:7]([C:11]2[CH:16]=[CH:15][C:14]([S:17]([CH3:20])(=[O:19])=[O:18])=[CH:13][CH:12]=2)[C:8]([OH:10])=O)[CH2:5][CH2:4][CH2:3][CH2:2]1.C(Cl)(=O)C(Cl)=O.[CH3:27][S:28][C:29]1[N:30]=[CH:31][C:32]([NH2:35])=[N:33][CH:34]=1.N1C=CC=CC=1. Product: [CH:1]1([CH2:6][C@H:7]([C:11]2[CH:16]=[CH:15][C:14]([S:17]([CH3:20])(=[O:19])=[O:18])=[CH:13][CH:12]=2)[C:8]([NH:35][C:32]2[CH:31]=[N:30][C:29]([S:28][CH3:27])=[CH:34][N:33]=2)=[O:10])[CH2:2][CH2:3][CH2:4][CH2:5]1. The catalyst class is: 454.